Task: Predict which catalyst facilitates the given reaction.. Dataset: Catalyst prediction with 721,799 reactions and 888 catalyst types from USPTO (1) Reactant: C[Al](C)C.[F:5][C:6]([F:15])([F:14])[C:7]1[N:12]=[CH:11][C:10]([NH2:13])=[CH:9][CH:8]=1.[Cl:16][C:17]1[CH:22]=[CH:21][CH:20]=[C:19]([Cl:23])[C:18]=1[C:24]1[NH:25][C:26]2[C:31]([CH:32]=1)=[CH:30][CH:29]=[C:28]([C:33](OC)=[O:34])[CH:27]=2. Product: [F:15][C:6]([F:5])([F:14])[C:7]1[N:12]=[CH:11][C:10]([NH:13][C:33]([C:28]2[CH:27]=[C:26]3[C:31]([CH:32]=[C:24]([C:18]4[C:19]([Cl:23])=[CH:20][CH:21]=[CH:22][C:17]=4[Cl:16])[NH:25]3)=[CH:30][CH:29]=2)=[O:34])=[CH:9][CH:8]=1. The catalyst class is: 11. (2) Reactant: [Cl:1][C:2]1[N:7]=[CH:6][C:5]([CH3:8])=[CH:4][C:3]=1[I:9].[Br:10]N1C(=O)CCC1=O.N(C(C)(C)C#N)=NC(C)(C)C#N. Product: [Br:10][CH2:8][C:5]1[CH:6]=[N:7][C:2]([Cl:1])=[C:3]([I:9])[CH:4]=1. The catalyst class is: 159. (3) Reactant: [Cl:1][C:2]1[CH:7]=[CH:6][CH:5]=[CH:4][C:3]=1[C@H:8]1[CH2:12][O:11][C:10](=[O:13])[N:9]1[C:14]1[CH:19]=[CH:18][N:17]2[N:20]=[CH:21][C:22]([C:23]3[CH:28]=[CH:27][C:26]([C:29]4[N:33]=[CH:32][N:31](COCC[Si](C)(C)C)[N:30]=4)=[C:25]([F:42])[CH:24]=3)=[C:16]2[N:15]=1.C(O)(C(F)(F)F)=O. Product: [Cl:1][C:2]1[CH:7]=[CH:6][CH:5]=[CH:4][C:3]=1[C@H:8]1[CH2:12][O:11][C:10](=[O:13])[N:9]1[C:14]1[CH:19]=[CH:18][N:17]2[N:20]=[CH:21][C:22]([C:23]3[CH:28]=[CH:27][C:26]([C:29]4[N:33]=[CH:32][NH:31][N:30]=4)=[C:25]([F:42])[CH:24]=3)=[C:16]2[N:15]=1. The catalyst class is: 2. (4) Reactant: Cl.[F:2][C:3]1([F:8])[CH2:6][CH:5]([NH2:7])[CH2:4]1.C(Cl)Cl.[CH3:12][S:13](Cl)(=[O:15])=[O:14]. Product: [F:2][C:3]1([F:8])[CH2:6][CH:5]([NH:7][S:13]([CH3:12])(=[O:15])=[O:14])[CH2:4]1. The catalyst class is: 66. (5) Reactant: [N:1]1[NH:2][CH:3]([C:6]([N:8]2[CH:12]3[CH2:13][CH:14]4[C:17]([CH3:19])([CH3:18])[C:11]3([CH2:16][CH2:15]4)[CH2:10][S:9]2(=[O:21])=[O:20])=[O:7])[CH2:4][CH:5]=1.C([BH3-])#N.[Na+].Cl[C:27]([O:29][CH2:30][C:31]1[CH:36]=[CH:35][CH:34]=[CH:33][CH:32]=1)=[O:28].C(N(CC)CC)C. Product: [CH2:30]([O:29][C:27]([N:1]1[CH2:5][CH2:4][CH:3]([C:6]([N:8]2[CH:12]3[CH2:13][CH:14]4[C:17]([CH3:19])([CH3:18])[C:11]3([CH2:16][CH2:15]4)[CH2:10][S:9]2(=[O:20])=[O:21])=[O:7])[NH:2]1)=[O:28])[C:31]1[CH:36]=[CH:35][CH:34]=[CH:33][CH:32]=1. The catalyst class is: 342.